From a dataset of Forward reaction prediction with 1.9M reactions from USPTO patents (1976-2016). Predict the product of the given reaction. (1) Given the reactants [H-].[Na+].[CH2:3]([O:5][CH2:6][CH2:7][O:8][C:9]1[CH:17]=[C:16]2[C:12]([CH:13]=[CH:14][NH:15]2)=[CH:11][C:10]=1[O:18][C:19]1[CH:24]=[CH:23][N:22]=[C:21]([NH2:25])[CH:20]=1)[CH3:4].[CH3:26][NH:27][C:28](=O)[O:29]C1C=CC=CC=1.O, predict the reaction product. The product is: [NH2:25][C:21]1[CH:20]=[C:19]([O:18][C:10]2[CH:11]=[C:12]3[C:16](=[CH:17][C:9]=2[O:8][CH2:7][CH2:6][O:5][CH2:3][CH3:4])[N:15]([C:28]([NH:27][CH3:26])=[O:29])[CH:14]=[CH:13]3)[CH:24]=[CH:23][N:22]=1. (2) Given the reactants [F:1][C:2]1[CH:7]=[CH:6][C:5]([CH2:8][O:9][CH2:10][C:11]([OH:13])=O)=[CH:4][CH:3]=1.[F:14][C:15]1[CH:16]=[CH:17][C:18]([N:23]2[CH2:28][CH2:27][NH:26][CH2:25][CH2:24]2)=[C:19]([CH:22]=1)[C:20]#[N:21].C(N(C(C)C)CC)(C)C.CN(C(ON1N=NC2C=CC=NC1=2)=[N+](C)C)C.F[P-](F)(F)(F)(F)F, predict the reaction product. The product is: [F:14][C:15]1[CH:16]=[CH:17][C:18]([N:23]2[CH2:24][CH2:25][N:26]([C:11](=[O:13])[CH2:10][O:9][CH2:8][C:5]3[CH:4]=[CH:3][C:2]([F:1])=[CH:7][CH:6]=3)[CH2:27][CH2:28]2)=[C:19]([CH:22]=1)[C:20]#[N:21]. (3) Given the reactants [C:1]([O:5][C:6]([N:8]1[CH2:13][CH2:12][CH2:11][CH:10]([C:14](=[NH:17])[NH:15][OH:16])[CH2:9]1)=[O:7])([CH3:4])([CH3:3])[CH3:2].[NH:18]1[C:26]2[C:21](=[CH:22][CH:23]=[CH:24][CH:25]=2)[CH:20]=[C:19]1[C:27](O)=O.C1C=CC2N(O)N=NC=2C=1.CCN=C=NCCCN(C)C.Cl.CCN(C(C)C)C(C)C, predict the reaction product. The product is: [C:1]([O:5][C:6]([N:8]1[CH2:13][CH2:12][CH2:11][CH:10]([C:14]2[N:17]=[C:27]([C:19]3[NH:18][C:26]4[C:21]([CH:20]=3)=[CH:22][CH:23]=[CH:24][CH:25]=4)[O:16][N:15]=2)[CH2:9]1)=[O:7])([CH3:4])([CH3:2])[CH3:3]. (4) The product is: [CH:23]1([N:13]([CH2:14][C:15]2[CH:20]=[CH:19][C:18]([O:21][CH3:22])=[CH:17][CH:16]=2)[C:4]2[C:5]3[N:6]([C:8]([C:11]#[N:12])=[CH:9][N:10]=3)[N:7]=[C:2]([NH:35][C:32]3[CH:31]=[CH:30][C:29]([N:28]([CH2:36][CH3:37])[CH2:26][CH3:27])=[CH:34][CH:33]=3)[CH:3]=2)[CH2:25][CH2:24]1. Given the reactants Cl[C:2]1[CH:3]=[C:4]([N:13]([CH:23]2[CH2:25][CH2:24]2)[CH2:14][C:15]2[CH:20]=[CH:19][C:18]([O:21][CH3:22])=[CH:17][CH:16]=2)[C:5]2[N:6]([C:8]([C:11]#[N:12])=[CH:9][N:10]=2)[N:7]=1.[CH2:26]([N:28]([CH2:36][CH3:37])[C:29]1[CH:34]=[CH:33][C:32]([NH2:35])=[CH:31][CH:30]=1)[CH3:27].CN1C(=O)CCC1, predict the reaction product. (5) Given the reactants C[O:2][C:3]1[C:12]2[CH:13]=[CH:14][O:15][C:11]=2[N:10]=[C:9]2[C:4]=1[CH:5]=[CH:6][CH:7]=[CH:8]2.Br, predict the reaction product. The product is: [O:15]1[C:11]2=[N:10][C:9]3[C:4]([C:3](=[O:2])[C:12]2=[CH:13][CH2:14]1)=[CH:5][CH:6]=[CH:7][CH:8]=3.